Regression. Given a peptide amino acid sequence and an MHC pseudo amino acid sequence, predict their binding affinity value. This is MHC class I binding data. From a dataset of Peptide-MHC class I binding affinity with 185,985 pairs from IEDB/IMGT. (1) The peptide sequence is RPPGCTFPA. The MHC is HLA-A02:01 with pseudo-sequence HLA-A02:01. The binding affinity (normalized) is 0.0847. (2) The peptide sequence is DLKITDVII. The MHC is HLA-A02:06 with pseudo-sequence HLA-A02:06. The binding affinity (normalized) is 0.345. (3) The peptide sequence is AVSLIAIIK. The MHC is HLA-A11:01 with pseudo-sequence HLA-A11:01. The binding affinity (normalized) is 0.883. (4) The peptide sequence is GYGRVNAGK. The MHC is HLA-B40:01 with pseudo-sequence HLA-B40:01. The binding affinity (normalized) is 0.0847. (5) The peptide sequence is KRITVLDIGD. The MHC is HLA-B27:05 with pseudo-sequence HLA-B27:05. The binding affinity (normalized) is 0.325. (6) The peptide sequence is KRYKNRVAS. The MHC is HLA-B27:05 with pseudo-sequence HLA-B27:05. The binding affinity (normalized) is 0.321. (7) The peptide sequence is KYLFSPNML. The MHC is HLA-B07:02 with pseudo-sequence HLA-B07:02. The binding affinity (normalized) is 0.0847.